Dataset: Full USPTO retrosynthesis dataset with 1.9M reactions from patents (1976-2016). Task: Predict the reactants needed to synthesize the given product. (1) Given the product [C:1]1([C:7]2[CH:8]=[C:9]3[C:13](=[C:14]([C:16]([NH2:18])=[O:17])[CH:15]=2)[NH:12][CH:11]=[C:10]3[C:29]2[CH2:30][CH2:31][N:26]([CH2:25][C:19]3[CH:24]=[CH:23][CH:22]=[CH:21][CH:20]=3)[CH2:27][CH:28]=2)[CH:6]=[CH:5][CH:4]=[CH:3][CH:2]=1, predict the reactants needed to synthesize it. The reactants are: [C:1]1([C:7]2[CH:8]=[C:9]3[C:13](=[C:14]([C:16]([NH2:18])=[O:17])[CH:15]=2)[NH:12][CH:11]=[CH:10]3)[CH:6]=[CH:5][CH:4]=[CH:3][CH:2]=1.[C:19]1([CH2:25][N:26]2[CH2:31][CH2:30][C:29](=O)[CH2:28][CH2:27]2)[CH:24]=[CH:23][CH:22]=[CH:21][CH:20]=1.C[O-].[Na+]. (2) Given the product [ClH:27].[CH3:7][C:8]1([CH3:18])[CH2:13][C:12]([CH3:15])([CH3:14])[CH2:11][NH:10][CH2:9]1, predict the reactants needed to synthesize it. The reactants are: [H-].[Al+3].[Li+].[H-].[H-].[H-].[CH3:7][C:8]1([CH3:18])[CH2:13][C:12]([CH3:15])([CH3:14])[C:11](=O)[NH:10][C:9]1=O.[OH-].[Na+].S([O-])([O-])(=O)=O.[Mg+2].[ClH:27].C(OCC)C. (3) Given the product [CH2:1]([O:8][C:9]1[N:10]=[N:11][C:12]([C:23]#[C:24][C:25]2[CH:30]=[CH:29][C:28]([C:31]([F:34])([F:33])[F:32])=[CH:27][C:26]=2[Cl:71])=[CH:13][C:14]=1[O:15][CH2:16][C:17]1[CH:22]=[CH:21][CH:20]=[CH:19][CH:18]=1)[C:2]1[CH:7]=[CH:6][CH:5]=[CH:4][CH:3]=1, predict the reactants needed to synthesize it. The reactants are: [CH2:1]([O:8][C:9]1[N:10]=[N:11][C:12]([C:23]#[C:24][C:25]2[CH:30]=[CH:29][C:28]([C:31]([F:34])([F:33])[F:32])=[C:27](C)[CH:26]=2)=[CH:13][C:14]=1[O:15][CH2:16][C:17]1[CH:22]=[CH:21][CH:20]=[CH:19][CH:18]=1)[C:2]1[CH:7]=[CH:6][CH:5]=[CH:4][CH:3]=1.C(OC1N=NC(C#C)=CC=1OCC1C=CC=CC=1)C1C=CC=CC=1.BrC1C=CC(C(F)(F)F)=CC=1[Cl:71]. (4) Given the product [F:1][C:2]1[N:7]=[C:6]([CH:8]=[O:9])[C:5]([O:12][CH3:13])=[N:4][CH:3]=1, predict the reactants needed to synthesize it. The reactants are: [F:1][C:2]1[N:7]=[C:6]([C:8](OC)=[O:9])[C:5]([O:12][CH3:13])=[N:4][CH:3]=1.[H-].C([Al+]CC(C)C)C(C)C.Cl.O.